From a dataset of Catalyst prediction with 721,799 reactions and 888 catalyst types from USPTO. Predict which catalyst facilitates the given reaction. (1) Reactant: [Cl:1][C:2]1[CH:42]=[CH:41][C:5]2[NH:6][C:7]([C@@H:9]([NH:15][C:16](=[O:40])[C:17]3[CH:22]=[CH:21][C:20]([C:23]([N:25]4[CH2:29][CH2:28][CH2:27][C@H:26]4[CH2:30][NH:31][C:32]([O:34][C:35]([CH3:38])([CH3:37])[CH3:36])=[O:33])=[O:24])=[C:19]([Cl:39])[CH:18]=3)[CH2:10][CH2:11][S:12]([CH3:14])=[O:13])=[N:8][C:4]=2[CH:3]=1.ClC1C=C(C=CC=1)C(OO)=[O:48].ClCCl.CO.ClCl. Product: [Cl:1][C:2]1[CH:42]=[CH:41][C:5]2[NH:6][C:7]([C@@H:9]([NH:15][C:16](=[O:40])[C:17]3[CH:22]=[CH:21][C:20]([C:23]([N:25]4[CH2:29][CH2:28][CH2:27][C@H:26]4[CH2:30][NH:31][C:32]([O:34][C:35]([CH3:38])([CH3:37])[CH3:36])=[O:33])=[O:24])=[C:19]([Cl:39])[CH:18]=3)[CH2:10][CH2:11][S:12]([CH3:14])(=[O:48])=[O:13])=[N:8][C:4]=2[CH:3]=1. The catalyst class is: 4. (2) Reactant: [F:1][C:2]1[CH:7]=[CH:6][C:5]([CH2:8][CH:9]([C:13]2[CH:18]=[CH:17][C:16]([S:19]([CH3:22])(=[O:21])=[O:20])=[CH:15][CH:14]=2)[C:10]([OH:12])=O)=[CH:4][CH:3]=1.[CH3:23][S:24][C:25]1[N:26]=[CH:27][C:28]([NH2:31])=[N:29][CH:30]=1.CCN=C=NCCCN(C)C.Cl. Product: [F:1][C:2]1[CH:3]=[CH:4][C:5]([CH2:8][CH:9]([C:13]2[CH:14]=[CH:15][C:16]([S:19]([CH3:22])(=[O:20])=[O:21])=[CH:17][CH:18]=2)[C:10]([NH:31][C:28]2[CH:27]=[N:26][C:25]([S:24][CH3:23])=[CH:30][N:29]=2)=[O:12])=[CH:6][CH:7]=1. The catalyst class is: 64. (3) Reactant: [F:1][C@H:2]1[C@@H:6]([O:7][C:8]2[CH:9]=[CH:10][CH:11]=[C:12]3[C:17]=2[N:16]=[C:15]([C:18]2[N:22]4[CH:23]=[CH:24][C:25]([C:27]5[CH:28]=[N:29][CH:30]=[CH:31][CH:32]=5)=[CH:26][C:21]4=[N:20][CH:19]=2)[CH:14]=[CH:13]3)[CH2:5][N:4](C(OCC2C=CC3C(=CC=CC=3)C=2)=O)[CH2:3]1.C(O)(C(F)(F)F)=O. Product: [F:1][C@H:2]1[CH2:3][NH:4][CH2:5][C@H:6]1[O:7][C:8]1[CH:9]=[CH:10][CH:11]=[C:12]2[C:17]=1[N:16]=[C:15]([C:18]1[N:22]3[CH:23]=[CH:24][C:25]([C:27]4[CH:28]=[N:29][CH:30]=[CH:31][CH:32]=4)=[CH:26][C:21]3=[N:20][CH:19]=1)[CH:14]=[CH:13]2. The catalyst class is: 2. (4) Reactant: N(OC(C)(C)C)=O.N[C:9]1[S:10][C:11]([C:20]([O:22][CH2:23][CH3:24])=[O:21])=[C:12]([C:14]2[CH:19]=[CH:18][CH:17]=[CH:16][CH:15]=2)[N:13]=1.[ClH:25]. Product: [Cl:25][C:9]1[S:10][C:11]([C:20]([O:22][CH2:23][CH3:24])=[O:21])=[C:12]([C:14]2[CH:19]=[CH:18][CH:17]=[CH:16][CH:15]=2)[N:13]=1. The catalyst class is: 879. (5) Reactant: C(N(CC)CC)C.[NH2:8][CH2:9][CH2:10][CH2:11][N:12]1[C:20]2[C:19]([CH3:21])=[C:18]([CH3:22])[N:17]=[C:16]([NH2:23])[C:15]=2[N:14]=[C:13]1[CH3:24].[C:25](Cl)(=[O:29])[CH:26]([CH3:28])[CH3:27]. Product: [NH2:23][C:16]1[C:15]2[N:14]=[C:13]([CH3:24])[N:12]([CH2:11][CH2:10][CH2:9][NH:8][C:25](=[O:29])[CH:26]([CH3:28])[CH3:27])[C:20]=2[C:19]([CH3:21])=[C:18]([CH3:22])[N:17]=1. The catalyst class is: 22. (6) Reactant: [Cl:1]N1C(=O)CCC1=O.[CH:9]1([N:12]([CH2:20][C:21]2[CH:26]=[CH:25][C:24]([O:27][CH3:28])=[C:23]([O:29][CH2:30][CH2:31][CH2:32][O:33][CH3:34])[CH:22]=2)[C:13](=[O:19])[O:14][C:15]([CH3:18])([CH3:17])[CH3:16])[CH2:11][CH2:10]1. Product: [Cl:1][C:26]1[CH:25]=[C:24]([O:27][CH3:28])[C:23]([O:29][CH2:30][CH2:31][CH2:32][O:33][CH3:34])=[CH:22][C:21]=1[CH2:20][N:12]([CH:9]1[CH2:11][CH2:10]1)[C:13](=[O:19])[O:14][C:15]([CH3:17])([CH3:18])[CH3:16]. The catalyst class is: 10. (7) Reactant: [Br:1][C:2]1[CH:3]=[CH:4][C:5](F)=[N:6][CH:7]=1.[NH2:9][NH2:10]. Product: [Br:1][C:2]1[CH:3]=[CH:4][C:5]([NH:9][NH2:10])=[N:6][CH:7]=1. The catalyst class is: 20. (8) Reactant: [CH3:1][C:2]1[C:7](CC(OC)=O)=[CH:6][CH:5]=[CH:4][C:3]=1[C:13]1[C:18]([CH3:19])=[CH:17][C:16]([O:20][CH2:21][CH2:22][CH2:23][NH:24][S:25]([CH3:28])(=[O:27])=[O:26])=[CH:15][C:14]=1[CH3:29].[OH-].[Na+].C(O)(=O)C[C:34](CC(O)=O)(C(O)=O)[OH:35]. Product: [OH:35][CH2:34][C:7]1[C:2]([CH3:1])=[C:3]([C:13]2[C:18]([CH3:19])=[CH:17][C:16]([O:20][CH2:21][CH2:22][CH2:23][NH:24][S:25]([CH3:28])(=[O:27])=[O:26])=[CH:15][C:14]=2[CH3:29])[CH:4]=[CH:5][CH:6]=1. The catalyst class is: 36. (9) Reactant: [CH:1]12[CH:8]([N:9]([CH3:23])[CH2:10][CH:11]([OH:22])[CH2:12][O:13][C:14]3[CH:21]=[CH:20][C:17]([C:18]#[N:19])=[CH:16][CH:15]=3)[CH:5]([CH2:6][CH2:7]1)[CH2:4][NH:3][CH2:2]2.[C:24]([O:28][C:29](O[C:29]([O:28][C:24]([CH3:27])([CH3:26])[CH3:25])=[O:30])=[O:30])([CH3:27])([CH3:26])[CH3:25]. Product: [C:18]([C:17]1[CH:16]=[CH:15][C:14]([O:13][CH2:12][CH:11]([OH:22])[CH2:10][N:9]([CH3:23])[CH:8]2[CH:1]3[CH2:7][CH2:6][CH:5]2[CH2:4][N:3]([C:29]([O:28][C:24]([CH3:27])([CH3:26])[CH3:25])=[O:30])[CH2:2]3)=[CH:21][CH:20]=1)#[N:19]. The catalyst class is: 4.